Dataset: Full USPTO retrosynthesis dataset with 1.9M reactions from patents (1976-2016). Task: Predict the reactants needed to synthesize the given product. (1) Given the product [C:1]([O:20][CH2:21][C@@H:22]([O:44][C:45](=[O:63])[CH2:46][CH2:47][CH2:48][CH2:49][CH2:50][CH2:51][CH2:52]/[CH:53]=[CH:54]\[CH2:55][CH2:56][CH2:57][CH2:58][CH2:59][CH2:60][CH2:61][CH3:62])[CH2:23][O:24][P:25]([O:28][CH2:29][CH2:30][NH:31][C:32](=[O:43])[CH2:33][NH:34][C:35](=[O:42])[CH2:36][NH:37][C:38](=[O:41])[CH2:39][NH:40][C:81](=[O:82])/[CH:80]=[C:79](\[CH3:84])/[CH:78]=[CH:77]/[CH:76]=[C:75](\[CH3:85])/[CH:74]=[CH:73]/[C:66]1[C:67]([CH3:71])([CH3:72])[CH2:68][CH2:69][CH2:70][C:65]=1[CH3:64])([OH:27])=[O:26])(=[O:19])[CH2:2][CH2:3][CH2:4][CH2:5][CH2:6][CH2:7][CH2:8]/[CH:9]=[CH:10]\[CH2:11][CH2:12][CH2:13][CH2:14][CH2:15][CH2:16][CH2:17][CH3:18], predict the reactants needed to synthesize it. The reactants are: [C:1]([O:20][CH2:21][C@@H:22]([O:44][C:45](=[O:63])[CH2:46][CH2:47][CH2:48][CH2:49][CH2:50][CH2:51][CH2:52]/[CH:53]=[CH:54]\[CH2:55][CH2:56][CH2:57][CH2:58][CH2:59][CH2:60][CH2:61][CH3:62])[CH2:23][O:24][P:25]([O:28][CH2:29][CH2:30][NH:31][C:32](=[O:43])[CH2:33][NH:34][C:35](=[O:42])[CH2:36][NH:37][C:38](=[O:41])[CH2:39][NH2:40])([OH:27])=[O:26])(=[O:19])[CH2:2][CH2:3][CH2:4][CH2:5][CH2:6][CH2:7][CH2:8]/[CH:9]=[CH:10]\[CH2:11][CH2:12][CH2:13][CH2:14][CH2:15][CH2:16][CH2:17][CH3:18].[CH3:64][C:65]1[CH2:70][CH2:69][CH2:68][C:67]([CH3:72])([CH3:71])[C:66]=1/[CH:73]=[CH:74]/[C:75](/[CH3:85])=[CH:76]/[CH:77]=[CH:78]/[C:79](/[CH3:84])=[CH:80]/[C:81](O)=[O:82].F[P-](F)(F)(F)(F)F.C[N+](C)=C(N(C)C)ON1C2N=CC=CC=2N=N1.CN(C)C=O.[Al]. (2) Given the product [C:1]([O:5][C:6](=[O:30])[CH2:7][CH:8]([NH:15][S:16]([C:19]1[CH:24]=[CH:23][C:22]([NH:25][C:26](=[O:28])[CH3:27])=[CH:21][C:20]=1[O:29][CH2:42][CH2:41][C:36]1[CH:37]=[CH:38][CH:39]=[C:40]2[C:35]=1[CH:34]=[CH:33][CH:32]=[N:31]2)(=[O:18])=[O:17])[C:9]([N:11]([O:13][CH3:14])[CH3:12])=[O:10])([CH3:4])([CH3:2])[CH3:3], predict the reactants needed to synthesize it. The reactants are: [C:1]([O:5][C:6](=[O:30])[CH2:7][CH:8]([NH:15][S:16]([C:19]1[CH:24]=[CH:23][C:22]([NH:25][C:26](=[O:28])[CH3:27])=[CH:21][C:20]=1[OH:29])(=[O:18])=[O:17])[C:9]([N:11]([O:13][CH3:14])[CH3:12])=[O:10])([CH3:4])([CH3:3])[CH3:2].[N:31]1[C:40]2[C:35](=[C:36]([CH2:41][CH2:42]O)[CH:37]=[CH:38][CH:39]=2)[CH:34]=[CH:33][CH:32]=1.C1(P(C2C=CC=CC=2)C2C=CC=CC=2)C=CC=CC=1.CCOC(/N=N/C(OCC)=O)=O. (3) Given the product [F:1][C:2]1([F:26])[C:8]([CH3:10])([CH3:9])[O:7][CH2:6][C:5]([NH2:27])=[N:4][C@@:3]1([C:13]1[CH:18]=[C:17]([C:19]2[CH:20]=[N:21][CH:22]=[N:23][CH:24]=2)[CH:16]=[CH:15][C:14]=1[F:25])[CH3:12], predict the reactants needed to synthesize it. The reactants are: [F:1][C:2]1([F:26])[C:8]([CH3:10])([CH3:9])[O:7][CH2:6][C:5](=S)[NH:4][C@@:3]1([C:13]1[CH:18]=[C:17]([C:19]2[CH:20]=[N:21][CH:22]=[N:23][CH:24]=2)[CH:16]=[CH:15][C:14]=1[F:25])[CH3:12].[NH3:27].C(OO)(C)(C)C. (4) Given the product [F:1][C:2]1[CH:10]=[CH:9][C:8]([F:11])=[CH:7][C:3]=1[C:4]([C:16](=[CH:17][N:18]([CH3:20])[CH3:19])[C:15]([O:14][CH2:12][CH3:13])=[O:21])=[O:5], predict the reactants needed to synthesize it. The reactants are: [F:1][C:2]1[CH:10]=[CH:9][C:8]([F:11])=[CH:7][C:3]=1[C:4](Cl)=[O:5].[CH2:12]([O:14][C:15](=[O:21])[CH:16]=[CH:17][N:18]([CH3:20])[CH3:19])[CH3:13].C(N(CC)CC)C. (5) Given the product [CH2:1]([C:3]1[CH:4]=[CH:5][C:6]([CH2:9][CH2:10][O:11][C:12]2[CH:17]=[CH:16][C:15]([CH2:18][C@H:19]3[S:23][C:22](=[O:24])[NH:21][C:20]3=[O:25])=[CH:14][CH:13]=2)=[N:7][CH:8]=1)[CH3:2], predict the reactants needed to synthesize it. The reactants are: [CH2:1]([C:3]1[CH:4]=[CH:5][C:6]([CH2:9][CH2:10][O:11][C:12]2[CH:17]=[CH:16][C:15](/[CH:18]=[C:19]3\[C:20](=[O:25])[NH:21][C:22](=[O:24])[S:23]\3)=[CH:14][CH:13]=2)=[N:7][CH:8]=1)[CH3:2]. (6) Given the product [O:1]1[C:5]2([CH2:10][CH2:9][CH:8]([CH:11]([CH:13]3[CH2:14][CH2:15][C:16]4([O:17][CH2:18][CH2:19][O:20]4)[CH2:21][CH2:22]3)[OH:12])[CH2:7][CH2:6]2)[O:4][CH2:3][CH2:2]1, predict the reactants needed to synthesize it. The reactants are: [O:1]1[C:5]2([CH2:10][CH2:9][C:8]([CH:11]([CH:13]3[CH2:22][CH2:21][C:16]4([O:20][CH2:19][CH2:18][O:17]4)[CH2:15][CH2:14]3)[OH:12])=[CH:7][CH2:6]2)[O:4][CH2:3][CH2:2]1.[BH4-].[Na+]. (7) Given the product [Cl:5][C:6]1[N:7]=[CH:8][CH:9]=[C:10]2[CH:2]=[CH:1][NH:12][C:11]=12, predict the reactants needed to synthesize it. The reactants are: [CH:1]([Mg]Br)=[CH2:2].[Cl:5][C:6]1[C:11]([N+:12]([O-])=O)=[CH:10][CH:9]=[CH:8][N:7]=1. (8) Given the product [C:9]([C:7]1[CH:8]=[C:3]([C:1]#[N:2])[C:4]([N:25]2[CH2:30][CH2:29][CH:28]([C:31]([OH:33])=[O:32])[CH2:27][CH2:26]2)=[N:5][C:6]=1[CH2:17][N:18]1[CH2:23][CH2:22][CH2:21][CH2:20][C:19]1=[O:24])(=[O:16])[CH3:10], predict the reactants needed to synthesize it. The reactants are: [C:1]([C:3]1[C:4]([N:25]2[CH2:30][CH2:29][CH:28]([C:31]([O:33]C(C)(C)C)=[O:32])[CH2:27][CH2:26]2)=[N:5][C:6]([CH2:17][N:18]2[CH2:23][CH2:22][CH2:21][CH2:20][C:19]2=[O:24])=[C:7]([C:9](=[O:16])[CH2:10]C(OCC)=O)[CH:8]=1)#[N:2].C(O)=O.O.S(=O)(=O)(O)O. (9) Given the product [CH2:1]([O:8][C:9]1[C:10]([NH:20][C:21]([NH:23][C:24]2[CH:29]=[CH:28][C:27]([CH3:30])=[CH:26][CH:25]=2)=[O:22])=[CH:11][C:12]([C:35]2[C:34]([C:31]([OH:33])=[O:32])=[CH:39][CH:38]=[CH:37][CH:36]=2)=[CH:13][C:14]=1[CH2:15]/[CH:16]=[CH:17]/[CH3:18])[C:2]1[CH:7]=[CH:6][CH:5]=[CH:4][CH:3]=1, predict the reactants needed to synthesize it. The reactants are: [CH2:1]([O:8][C:9]1[C:14]([CH2:15]/[CH:16]=[CH:17]/[CH3:18])=[CH:13][C:12](Br)=[CH:11][C:10]=1[NH:20][C:21]([NH:23][C:24]1[CH:29]=[CH:28][C:27]([CH3:30])=[CH:26][CH:25]=1)=[O:22])[C:2]1[CH:7]=[CH:6][CH:5]=[CH:4][CH:3]=1.[C:31]([C:34]1[CH:39]=[CH:38][CH:37]=[CH:36][C:35]=1B(O)O)([OH:33])=[O:32].BrC1C=C(C(C2C=CC=CC=2)C=C)C(OCCC)=C(NC(NC2C=CC(C)=CC=2)=O)C=1. (10) Given the product [C:24]([O:23][CH2:22][CH2:21][CH2:20][C@H:16]1[CH2:17][C:18](=[CH2:19])[C@H:14]([CH2:13][CH2:12][C@H:11]([OH:10])[CH2:30][C:31]([CH3:34])=[C:32]=[CH2:33])[O:15]1)(=[O:29])[C:25]([CH3:26])([CH3:27])[CH3:28], predict the reactants needed to synthesize it. The reactants are: [N+](C1C=CC(C([O:10][C@H:11]([CH2:30][C:31]([CH3:34])=[C:32]=[CH2:33])[CH2:12][CH2:13][C@H:14]2[C:18](=[CH2:19])[CH2:17][C@H:16]([CH2:20][CH2:21][CH2:22][O:23][C:24](=[O:29])[C:25]([CH3:28])([CH3:27])[CH3:26])[O:15]2)=O)=CC=1)([O-])=O.O.[OH-].[Li+].